This data is from NCI-60 drug combinations with 297,098 pairs across 59 cell lines. The task is: Regression. Given two drug SMILES strings and cell line genomic features, predict the synergy score measuring deviation from expected non-interaction effect. Drug 1: CCCCCOC(=O)NC1=NC(=O)N(C=C1F)C2C(C(C(O2)C)O)O. Drug 2: CCC1(C2=C(COC1=O)C(=O)N3CC4=CC5=C(C=CC(=C5CN(C)C)O)N=C4C3=C2)O.Cl. Cell line: SK-MEL-5. Synergy scores: CSS=16.8, Synergy_ZIP=-0.774, Synergy_Bliss=-0.194, Synergy_Loewe=-35.9, Synergy_HSA=-1.64.